From a dataset of Reaction yield outcomes from USPTO patents with 853,638 reactions. Predict the reaction yield, written as a fraction of the theoretical maximum amount of product (1.0 means a 100% yield; for example, 0.34 means a 34% yield). The reactants are Br[C:2]1[CH:7]=[CH:6][C:5]([F:8])=[CH:4][N:3]=1.[CH3:9][C:10]([CH3:12])=[O:11]. The catalyst is C(OCC)C. The product is [F:8][C:5]1[CH:6]=[CH:7][C:2]([C:10]([OH:11])([CH3:12])[CH3:9])=[N:3][CH:4]=1. The yield is 0.450.